Task: Predict the reaction yield, written as a fraction of the theoretical maximum amount of product (1.0 means a 100% yield; for example, 0.34 means a 34% yield).. Dataset: Reaction yield outcomes from USPTO patents with 853,638 reactions (1) The reactants are [CH3:1][SH:2].[Na].O.[C:5]([O:8][C:9]1[CH:14]=[CH:13][C:12]([C:15](=[O:18])[CH2:16]Br)=[CH:11][C:10]=1[O:19][CH3:20])(=[O:7])[CH3:6]. The catalyst is C1C=CC=CC=1. The product is [C:5]([O:8][C:9]1[CH:14]=[CH:13][C:12]([C:15](=[O:18])[CH2:16][S:2][CH3:1])=[CH:11][C:10]=1[O:19][CH3:20])(=[O:7])[CH3:6]. The yield is 0.830. (2) The reactants are ClC1C=CC2SC=C(C[N:10]3[CH2:14][CH2:13][N:12]([C:15]4SC(C(O)=O)=[C:18]([CH3:20])[N:19]=4)C3=O)C=2C=1.[F:27][C:28]1[CH:49]=[CH:48][C:31]([CH2:32][N:33]2[CH2:37][CH2:36][N:35]([C:38]3[S:39][C:40]([C:44]([OH:46])=O)=[C:41]([CH3:43])[N:42]=3)[C:34]2=[O:47])=[CH:30][CH:29]=1.N1C=CC(CN)=NC=1. No catalyst specified. The product is [F:27][C:28]1[CH:29]=[CH:30][C:31]([CH2:32][N:33]2[CH2:37][CH2:36][N:35]([C:38]3[S:39][C:40]([C:44]([NH:10][CH2:14][C:13]4[CH:20]=[CH:18][N:19]=[CH:15][N:12]=4)=[O:46])=[C:41]([CH3:43])[N:42]=3)[C:34]2=[O:47])=[CH:48][CH:49]=1. The yield is 0.710. (3) The catalyst is [Cu]I.CCCCCC.C(OCC)(=O)C.CC(O)C. The product is [CH2:9]([NH:16][C:18]1[CH:23]=[CH:22][C:21]([O:24][CH3:25])=[CH:20][CH:19]=1)[C:10]1[CH:15]=[CH:14][CH:13]=[CH:12][CH:11]=1. The yield is 0.900. The reactants are [O-]P([O-])([O-])=O.[K+].[K+].[K+].[CH2:9]([NH2:16])[C:10]1[CH:15]=[CH:14][CH:13]=[CH:12][CH:11]=1.I[C:18]1[CH:23]=[CH:22][C:21]([O:24][CH3:25])=[CH:20][CH:19]=1.C(O)CO. (4) The reactants are [F:1][C:2]1[CH:3]=[C:4]([C:8]2[CH:16]=[CH:15][CH:14]=[C:13]3[C:9]=2/[C:10](=[CH:18]/[C:19]2[NH:20][C:21]([CH3:27])=[CH:22][C:23]=2[C:24](O)=[O:25])/[C:11](=[O:17])[NH:12]3)[CH:5]=[CH:6][CH:7]=1.C1C=CC2N(O)N=NC=2C=1.C(Cl)CCl.[F:42][C:43]([F:50])([F:49])[CH2:44][NH:45][CH2:46][CH2:47][NH2:48]. The catalyst is CN(C=O)C. The product is [F:42][C:43]([F:50])([F:49])[CH2:44][NH:45][CH2:46][CH2:47][NH:48][C:24]([C:23]1[CH:22]=[C:21]([CH3:27])[NH:20][C:19]=1/[CH:18]=[C:10]1\[C:11](=[O:17])[NH:12][C:13]2[C:9]\1=[C:8]([C:4]1[CH:5]=[CH:6][CH:7]=[C:2]([F:1])[CH:3]=1)[CH:16]=[CH:15][CH:14]=2)=[O:25]. The yield is 0.710. (5) The reactants are Cl[C:2]1[CH:3]=[C:4]([CH:9]=[CH:10][N:11]=1)[C:5]([O:7][CH3:8])=[O:6].[Cl-].[F:13][C:14]1[CH:15]=[C:16]([CH:19]=[C:20]([F:22])[CH:21]=1)[CH2:17][Zn+]. The catalyst is C1COCC1.C1C=CC([P]([Pd]([P](C2C=CC=CC=2)(C2C=CC=CC=2)C2C=CC=CC=2)([P](C2C=CC=CC=2)(C2C=CC=CC=2)C2C=CC=CC=2)[P](C2C=CC=CC=2)(C2C=CC=CC=2)C2C=CC=CC=2)(C2C=CC=CC=2)C2C=CC=CC=2)=CC=1. The product is [F:13][C:14]1[CH:15]=[C:16]([CH:19]=[C:20]([F:22])[CH:21]=1)[CH2:17][C:2]1[CH:3]=[C:4]([CH:9]=[CH:10][N:11]=1)[C:5]([O:7][CH3:8])=[O:6]. The yield is 0.860. (6) The reactants are [CH3:1][N:2]([CH3:25])[C:3]1[N:4]=[C:5]([C:20]2[O:21][CH:22]=[CH:23][CH:24]=2)[C:6]2[CH:11]=[CH:10][N:9](COCC[Si](C)(C)C)[C:7]=2[N:8]=1.[F-].C([N+](CCCC)(CCCC)CCCC)CCC.O. The catalyst is C1COCC1. The product is [CH3:1][N:2]([CH3:25])[C:3]1[NH:8][C:7]2=[N:9][CH:10]=[CH:11][C:6]2=[C:5]([C:20]2[O:21][CH:22]=[CH:23][CH:24]=2)[N:4]=1. The yield is 0.210. (7) The reactants are [F:1][C:2]1[CH:7]=[CH:6][CH:5]=[C:4]([F:8])[C:3]=1[N:9]1[C:13]([S:14]([C:17]2[CH:22]=[CH:21][CH:20]=[CH:19][CH:18]=2)(=[O:16])=[O:15])=[CH:12][C:11]([C:23]([O:25]CC)=O)=[N:10]1.[CH3:28][NH2:29].CO. The catalyst is CO. The product is [F:8][C:4]1[CH:5]=[CH:6][CH:7]=[C:2]([F:1])[C:3]=1[N:9]1[C:13]([S:14]([C:17]2[CH:18]=[CH:19][CH:20]=[CH:21][CH:22]=2)(=[O:15])=[O:16])=[CH:12][C:11]([C:23]([NH:29][CH3:28])=[O:25])=[N:10]1. The yield is 0.970. (8) The reactants are [N+:1]([CH:4]=[C:5]1[NH:9][CH2:8][CH2:7][S:6]1)([O-:3])=[O:2].ClC1C=C(Cl)C=C(Cl)C=1[O:19][C:20](=O)[CH2:21][C:22](OC1C(Cl)=CC(Cl)=CC=1Cl)=[O:23]. The catalyst is C1(C)C(C)=CC=CC=1. The product is [OH:23][C:22]1[C:4]([N+:1]([O-:3])=[O:2])=[C:5]2[S:6][CH2:7][CH2:8][N:9]2[C:20](=[O:19])[CH:21]=1. The yield is 0.330. (9) The reactants are [F:1][C:2]1[CH:17]=[CH:16][C:5]([O:6][C:7]2[CH:12]=[CH:11][C:10]([CH2:13][CH2:14][NH2:15])=[CH:9][CH:8]=2)=[CH:4][CH:3]=1.[CH3:18][O:19][C:20]1[N:25]=[CH:24][C:23]([CH2:26][C:27]2[C:28](=[O:35])[N:29]=[C:30](SC)[NH:31][CH:32]=2)=[CH:22][N:21]=1. The catalyst is C(O)C. The product is [F:1][C:2]1[CH:17]=[CH:16][C:5]([O:6][C:7]2[CH:12]=[CH:11][C:10]([CH2:13][CH2:14][NH:15][C:30]3[NH:31][CH:32]=[C:27]([CH2:26][C:23]4[CH:22]=[N:21][C:20]([O:19][CH3:18])=[N:25][CH:24]=4)[C:28](=[O:35])[N:29]=3)=[CH:9][CH:8]=2)=[CH:4][CH:3]=1. The yield is 0.180.